Dataset: Full USPTO retrosynthesis dataset with 1.9M reactions from patents (1976-2016). Task: Predict the reactants needed to synthesize the given product. (1) Given the product [CH2:11]([C:5]1[CH:6]=[CH:7][C:2]([Br:1])=[CH:3][CH:4]=1)[CH:10]=[CH2:9], predict the reactants needed to synthesize it. The reactants are: [Br:1][C:2]1[CH:7]=[CH:6][C:5](I)=[CH:4][CH:3]=1.[CH2:9]([Sn](CCCC)(CCCC)CCCC)[CH:10]=[CH2:11]. (2) The reactants are: CC([N:5]([CH2:9][C:10]1[CH:15]=[C:14](Br)[CH:13]=[CH:12][C:11]=1[CH3:17])[C:6](=[O:8])[O-:7])(C)C.[O-]P([O-])([O-])=O.[K+].[K+].[K+].[CH3:26][C:27]([Si:30]([CH3:43])([CH3:42])[O:31][CH2:32][C:33]1[CH:34]=[C:35](B(O)O)[CH:36]=[CH:37][CH:38]=1)([CH3:29])[CH3:28]. Given the product [CH3:26][C:27]([Si:30]([CH3:43])([CH3:42])[O:31][CH2:32][C:33]1[CH:34]=[C:35]([C:14]2[CH:13]=[CH:12][C:11]([CH3:17])=[C:10]([CH2:9][NH:5][C:6](=[O:8])[O:7][C:10]([CH3:15])([CH3:11])[CH3:9])[CH:15]=2)[CH:36]=[CH:37][CH:38]=1)([CH3:29])[CH3:28], predict the reactants needed to synthesize it. (3) Given the product [CH2:1]([O:4][C:5]([C:7]1([CH2:29][C:30]2[CH:35]=[CH:34][C:33]([N+:36]([O-:38])=[O:37])=[C:32]([F:39])[CH:31]=2)[C:12](=[O:13])[CH:11]([NH:14][C:15]([O:17][C:18]([CH3:21])([CH3:20])[CH3:19])=[O:16])[CH2:10][S:9][CH2:8]1)=[O:6])[CH:2]=[CH2:3], predict the reactants needed to synthesize it. The reactants are: [CH2:1]([O:4][C:5]([CH:7]1[C:12](=[O:13])[CH:11]([NH:14][C:15]([O:17][C:18]([CH3:21])([CH3:20])[CH3:19])=[O:16])[CH2:10][S:9][CH2:8]1)=[O:6])[CH:2]=[CH2:3].C([O-])([O-])=O.[K+].[K+].Br[CH2:29][C:30]1[CH:35]=[CH:34][C:33]([N+:36]([O-:38])=[O:37])=[C:32]([F:39])[CH:31]=1.N. (4) Given the product [CH2:3]([O:6][C:7]1[CH:12]=[CH:11][C:10]([C@@H:13]2[CH2:15][C@H:14]2[C:16]([OH:18])=[O:17])=[CH:9][CH:8]=1)[CH:4]=[CH2:5], predict the reactants needed to synthesize it. The reactants are: [OH-].[Na+].[CH2:3]([O:6][C:7]1[CH:12]=[CH:11][C:10]([C@@H:13]2[CH2:15][C@H:14]2[C:16]([O:18]CC)=[O:17])=[CH:9][CH:8]=1)[CH:4]=[CH2:5]. (5) Given the product [CH3:12][C:3]([CH2:27][C:26]([CH2:24][C:23]([OH:22])=[O:25])=[O:29])=[O:31], predict the reactants needed to synthesize it. The reactants are: IC1C(C)=C(I)C(C)=C(I)[C:3]=1[CH3:12].[Mn]([O-])(=O)(=O)=O.[K+].C([O:22][C:23](=[O:25])[CH3:24])(=O)C.[C:26]([OH:29])(=O)[CH3:27].S(=O)(=O)(O)[OH:31]. (6) Given the product [Cl:1][C:2]1[N:7]=[C:6]([CH2:8][CH2:9][C:10]2[CH:15]=[CH:14][C:13]([F:16])=[CH:12][C:11]=2[CH2:17][C:18]#[N:19])[CH:5]=[CH:4][N:3]=1, predict the reactants needed to synthesize it. The reactants are: [Cl:1][C:2]1[N:7]=[C:6]([C:8]#[C:9][C:10]2[CH:15]=[CH:14][C:13]([F:16])=[CH:12][C:11]=2[CH2:17][C:18]#[N:19])[CH:5]=[CH:4][N:3]=1.CO. (7) Given the product [NH2:1][C:4]1[CH:9]=[CH:8][CH:7]=[CH:6][C:5]=1[C:10]1[CH:22]=[CH:21][C:13]([C:14]([O:16][C:17]([CH3:20])([CH3:19])[CH3:18])=[O:15])=[C:12]([NH:23][C:24]([C:26]2[CH:27]=[N:28][CH:29]=[C:30]([C:32]3[CH:33]=[CH:34][CH:35]=[CH:36][CH:37]=3)[CH:31]=2)=[O:25])[CH:11]=1, predict the reactants needed to synthesize it. The reactants are: [N+:1]([C:4]1[CH:9]=[CH:8][CH:7]=[CH:6][C:5]=1[C:10]1[CH:22]=[CH:21][C:13]([C:14]([O:16][C:17]([CH3:20])([CH3:19])[CH3:18])=[O:15])=[C:12]([NH:23][C:24]([C:26]2[CH:27]=[N:28][CH:29]=[C:30]([C:32]3[CH:37]=[CH:36][CH:35]=[CH:34][CH:33]=3)[CH:31]=2)=[O:25])[CH:11]=1)([O-])=O. (8) Given the product [CH3:5][O:6][C:7]1[CH:8]=[C:9]([C:15](=[N:30][OH:31])[CH2:16][N:17]([CH3:28])[C:18](=[O:27])/[CH:19]=[CH:20]/[C:21]2[CH:22]=[N:23][CH:24]=[CH:25][CH:26]=2)[CH:10]=[CH:11][C:12]=1[O:13][CH3:14], predict the reactants needed to synthesize it. The reactants are: C(O)(=O)C.[CH3:5][O:6][C:7]1[CH:8]=[C:9]([C:15](=O)[CH2:16][N:17]([CH3:28])[C:18](=[O:27])/[CH:19]=[CH:20]/[C:21]2[CH:22]=[N:23][CH:24]=[CH:25][CH:26]=2)[CH:10]=[CH:11][C:12]=1[O:13][CH3:14].[NH2:30][OH:31].O. (9) Given the product [CH3:1][C@H:2]1[CH2:6][CH2:5][CH2:4][N:3]1[C:7]1[C:8]([C:21]2[CH:25]=[CH:24][NH:23][CH:22]=2)=[N:9][C:10]2[C:15]([N:16]=1)=[CH:14][C:13]([C:17]([OH:19])=[O:18])=[CH:12][CH:11]=2, predict the reactants needed to synthesize it. The reactants are: [CH3:1][C@H:2]1[CH2:6][CH2:5][CH2:4][N:3]1[C:7]1[C:8]([C:21]2[CH:25]=[CH:24][NH:23][CH:22]=2)=[N:9][C:10]2[C:15]([N:16]=1)=[CH:14][C:13]([C:17]([O:19]C)=[O:18])=[CH:12][CH:11]=2.[OH-].[Na+].